This data is from Reaction yield outcomes from USPTO patents with 853,638 reactions. The task is: Predict the reaction yield, written as a fraction of the theoretical maximum amount of product (1.0 means a 100% yield; for example, 0.34 means a 34% yield). (1) The reactants are C([N:8]1[C:12]([NH:13][CH:14]2[CH2:19][CH2:18][O:17][CH2:16][CH2:15]2)=[C:11]([CH3:20])[CH:10]=[N:9]1)C1C=CC=CC=1. The catalyst is [OH-].[Pd+2].[OH-].C(O)=O. The product is [CH3:20][C:11]1[CH:10]=[N:9][NH:8][C:12]=1[NH:13][CH:14]1[CH2:19][CH2:18][O:17][CH2:16][CH2:15]1. The yield is 0.400. (2) The product is [CH2:25]([O:32][C:33]1[CH:40]=[C:39]([I:41])[CH:38]=[CH:37][C:34]=1[CH:35]=[CH:20][C:21]([O:23][CH3:24])=[O:22])[C:26]1[CH:31]=[CH:30][CH:29]=[CH:28][CH:27]=1. The catalyst is C1(C)C=CC=CC=1. The yield is 0.710. The reactants are C1(P(=[CH:20][C:21]([O:23][CH3:24])=[O:22])(C2C=CC=CC=2)C2C=CC=CC=2)C=CC=CC=1.[CH2:25]([O:32][C:33]1[CH:40]=[C:39]([I:41])[CH:38]=[CH:37][C:34]=1[CH:35]=O)[C:26]1[CH:31]=[CH:30][CH:29]=[CH:28][CH:27]=1.O. (3) The reactants are C1C=CC(P(C2C=CC3C(=CC=CC=3)C=2C2C3C(=CC=CC=3)C=CC=2P(C2C=CC=CC=2)C2C=CC=CC=2)C2C=CC=CC=2)=CC=1.[F:47][C:48]1[CH:53]=[CH:52][C:51](B(O)O)=[CH:50][CH:49]=1.CO.[CH2:59]([N:66]1[CH2:70][CH:69]=[C:68]([C:71](=[O:73])[CH3:72])[CH2:67]1)[C:60]1[CH:65]=[CH:64][CH:63]=[CH:62][CH:61]=1. The catalyst is O. The product is [CH2:59]([N:66]1[CH2:70][C@H:69]([C:51]2[CH:52]=[CH:53][C:48]([F:47])=[CH:49][CH:50]=2)[C@@H:68]([C:71](=[O:73])[CH3:72])[CH2:67]1)[C:60]1[CH:65]=[CH:64][CH:63]=[CH:62][CH:61]=1. The yield is 0.100. (4) The reactants are C[O:2][C:3](=[O:10])[CH:4]=[C:5]([CH2:8][CH3:9])[CH2:6][CH3:7].[OH-].[Na+].Cl. The catalyst is O1CCOCC1. The product is [CH2:6]([C:5]([CH2:8][CH3:9])=[CH:4][C:3]([OH:10])=[O:2])[CH3:7]. The yield is 0.900. (5) The yield is 0.820. No catalyst specified. The reactants are C(=O)([O-])[O-].[K+].[K+].[CH2:7](CN)[C:8]1[CH:13]=[CH:12][CH:11]=[CH:10][CH:9]=1.Br[CH2:17][CH2:18][C:19]([N:21]([O:23][CH3:24])[CH3:22])=[O:20].[C:25](#[N:27])C. The product is [CH2:7]([N:27]([CH3:25])[CH2:17][CH2:18][C:19]([N:21]([O:23][CH3:24])[CH3:22])=[O:20])[C:8]1[CH:9]=[CH:10][CH:11]=[CH:12][CH:13]=1. (6) The reactants are [NH2:1][C:2]1[C:11]2[C:6](=[C:7](I)[C:8]([F:12])=[CH:9][CH:10]=2)[N:5]=[N:4][C:3]=1[C:14]([NH:16][CH:17]1[CH2:19][CH2:18]1)=[O:15].[CH3:20][O:21][C:22]1[CH:27]=[CH:26][C:25]([O:28][CH3:29])=[CH:24][C:23]=1B(O)O. No catalyst specified. The product is [NH2:1][C:2]1[C:11]2[C:6](=[C:7]([C:26]3[CH:27]=[C:22]([O:21][CH3:20])[CH:23]=[CH:24][C:25]=3[O:28][CH3:29])[C:8]([F:12])=[CH:9][CH:10]=2)[N:5]=[N:4][C:3]=1[C:14]([NH:16][CH:17]1[CH2:19][CH2:18]1)=[O:15]. The yield is 0.770. (7) The reactants are [CH:1]1([C:6]#[C:7][C:8]#[N:9])[CH2:5][CH2:4][CH2:3][CH2:2]1.[NH:10]1[CH:14]=[C:13]([C:15]2[C:16]3[CH:23]=[CH:22][N:21]([CH2:24][O:25][CH2:26][CH2:27][Si:28]([CH3:31])([CH3:30])[CH3:29])[C:17]=3[N:18]=[CH:19][N:20]=2)[CH:12]=[N:11]1.C1CCN2C(=NCCC2)CC1. The catalyst is C(#N)C. The product is [C:1]1(=[C:6]([N:10]2[CH:14]=[C:13]([C:15]3[C:16]4[CH:23]=[CH:22][N:21]([CH2:24][O:25][CH2:26][CH2:27][Si:28]([CH3:31])([CH3:30])[CH3:29])[C:17]=4[N:18]=[CH:19][N:20]=3)[CH:12]=[N:11]2)[CH2:7][C:8]#[N:9])[CH2:5][CH2:4][CH2:3][CH2:2]1. The yield is 0.740. (8) The reactants are [Li+].CC([N-]C(C)C)C.[C:9](#[N:11])[CH3:10].[CH3:12][NH:13][C:14]([C:16]1[CH:17]=[C:18]([CH2:22][CH2:23][C:24](OC)=O)[CH:19]=[CH:20][CH:21]=1)=[O:15].Cl.[NH2:29][NH2:30]. The catalyst is O1CCCC1.C(O)C. The product is [NH2:11][C:9]1[NH:30][N:29]=[C:24]([CH2:23][CH2:22][C:18]2[CH:17]=[C:16]([CH:21]=[CH:20][CH:19]=2)[C:14]([NH:13][CH3:12])=[O:15])[CH:10]=1. The yield is 0.136. (9) The reactants are [F-].C([N+](CCCC)(CCCC)CCCC)CCC.C([Si](C)(C)[O:24][C:25]1[CH:26]=[C:27]([CH2:31][CH2:32][N:33]([CH2:47][CH2:48][CH2:49][CH2:50][CH2:51][CH2:52][CH3:53])[C:34]([NH:36][C:37]2[CH:42]=[CH:41][C:40]([O:43][CH3:44])=[CH:39][C:38]=2[O:45][CH3:46])=[O:35])[CH:28]=[CH:29][CH:30]=1)(C)(C)C.O1CCCC1. The catalyst is O. The product is [CH3:46][O:45][C:38]1[CH:39]=[C:40]([O:43][CH3:44])[CH:41]=[CH:42][C:37]=1[NH:36][C:34](=[O:35])[N:33]([CH2:47][CH2:48][CH2:49][CH2:50][CH2:51][CH2:52][CH3:53])[CH2:32][CH2:31][C:27]1[CH:28]=[CH:29][CH:30]=[C:25]([OH:24])[CH:26]=1. The yield is 0.940. (10) The reactants are [C:1]([C:3]1[CH:8]=[CH:7][N:6]2[C:9]([C:12]([OH:14])=O)=[CH:10][N:11]=[C:5]2[CH:4]=1)#[N:2].C(Cl)(=O)C(Cl)=O.[CH2:21]([N:28]1[C:36]2[CH:35]=[CH:34][CH:33]=[C:32]([NH2:37])[C:31]=2[CH:30]=[N:29]1)[C:22]1[CH:27]=[CH:26][CH:25]=[CH:24][CH:23]=1.CCN(C(C)C)C(C)C. The catalyst is C(Cl)Cl.CN(C=O)C. The product is [CH2:21]([N:28]1[C:36]2[C:31](=[C:32]([NH:37][C:12]([C:9]3[N:6]4[CH:7]=[CH:8][C:3]([C:1]#[N:2])=[CH:4][C:5]4=[N:11][CH:10]=3)=[O:14])[CH:33]=[CH:34][CH:35]=2)[CH:30]=[N:29]1)[C:22]1[CH:23]=[CH:24][CH:25]=[CH:26][CH:27]=1. The yield is 0.650.